Dataset: TCR-epitope binding with 47,182 pairs between 192 epitopes and 23,139 TCRs. Task: Binary Classification. Given a T-cell receptor sequence (or CDR3 region) and an epitope sequence, predict whether binding occurs between them. (1) The epitope is HTTDPSFLGRY. The TCR CDR3 sequence is CSVEVEGQGYGYTF. Result: 0 (the TCR does not bind to the epitope). (2) The epitope is SEETGTLIV. The TCR CDR3 sequence is CASSSDYKNTGELFF. Result: 1 (the TCR binds to the epitope). (3) The epitope is LSDDAVVCFNSTY. The TCR CDR3 sequence is CASRQGGTSPLHF. Result: 0 (the TCR does not bind to the epitope). (4) The epitope is GILGFVFTL. The TCR CDR3 sequence is CASSIRFGTEAFF. Result: 1 (the TCR binds to the epitope). (5) The epitope is FIAGLIAIV. The TCR CDR3 sequence is CASSVGRNTEAFF. Result: 0 (the TCR does not bind to the epitope). (6) The epitope is VLWAHGFEL. The TCR CDR3 sequence is CASSYGVLSTDTQYF. Result: 0 (the TCR does not bind to the epitope). (7) The epitope is GLCTLVAML. The TCR CDR3 sequence is CASSYRNTIYF. Result: 1 (the TCR binds to the epitope). (8) The epitope is FLYNLLTRV. The TCR CDR3 sequence is CSDSSTGGAGFTF. Result: 1 (the TCR binds to the epitope). (9) The TCR CDR3 sequence is CASSFVGQGGTEAFF. The epitope is LLWNGPMAV. Result: 0 (the TCR does not bind to the epitope).